This data is from Full USPTO retrosynthesis dataset with 1.9M reactions from patents (1976-2016). The task is: Predict the reactants needed to synthesize the given product. Given the product [Cl:1][C:2]1[N:3]=[CH:4][C:5]2[CH:14]=[CH:15][N:8]([CH:9]([CH2:10][CH3:11])[CH2:12][CH3:13])[C:6]=2[N:7]=1, predict the reactants needed to synthesize it. The reactants are: [Cl:1][C:2]1[N:7]=[C:6]([NH:8][CH:9]([CH2:12][CH3:13])[CH2:10][CH3:11])[C:5](/[CH:14]=[CH:15]\OCC)=[CH:4][N:3]=1.Cl.